From a dataset of Forward reaction prediction with 1.9M reactions from USPTO patents (1976-2016). Predict the product of the given reaction. (1) Given the reactants [C:1]([NH:8][C@H:9]([C:13]([OH:15])=O)[C@H:10]([CH3:12])[OH:11])([O:3][C:4]([CH3:7])([CH3:6])[CH3:5])=[O:2].O([Si:24]([C:27]([CH3:30])([CH3:29])[CH3:28])([CH3:26])[CH3:25])S(C(F)(F)F)(=O)=O.[C:31]1([SH:37])[CH:36]=[CH:35][CH:34]=[CH:33][CH:32]=1.ON1C2C=CC=CC=2N=N1, predict the reaction product. The product is: [C:4]([O:3][C:1]([NH:8][C@@H:9]([C@@H:10]([O:11][Si:24]([C:27]([CH3:28])([CH3:29])[CH3:30])([CH3:25])[CH3:26])[CH3:12])[C:13](=[O:15])[S:37][C:31]1[CH:36]=[CH:35][CH:34]=[CH:33][CH:32]=1)=[O:2])([CH3:5])([CH3:6])[CH3:7]. (2) Given the reactants Cl.[F:2][C:3]([F:34])([F:33])[C:4]1[CH:5]=[C:6]([CH2:14][O:15][C@@H:16]2[CH2:22][CH2:21][C@@H:20]3[N:23]([CH2:24][CH2:25][OH:26])[C@@:17]2([C:27]2[CH:32]=[CH:31][CH:30]=[CH:29][CH:28]=2)[CH2:18][CH2:19]3)[CH:7]=[C:8]([C:10]([F:13])([F:12])[F:11])[CH:9]=1.C(N(CC)CC)C.[CH3:42][S:43](Cl)(=[O:45])=[O:44], predict the reaction product. The product is: [F:13][C:10]([F:11])([F:12])[C:8]1[CH:7]=[C:6]([CH2:14][O:15][C@@H:16]2[CH2:22][CH2:21][C@@H:20]3[N:23]([CH2:24][CH2:25][O:26][S:43]([CH3:42])(=[O:45])=[O:44])[C@@:17]2([C:27]2[CH:28]=[CH:29][CH:30]=[CH:31][CH:32]=2)[CH2:18][CH2:19]3)[CH:5]=[C:4]([C:3]([F:33])([F:2])[F:34])[CH:9]=1. (3) Given the reactants [Br:1][C:2]1[CH:3]=[CH:4][C:5]([C:8](Cl)=[N:9][OH:10])=[N:6][CH:7]=1.[CH2:12]([O:14][CH:15]([O:19][CH2:20][CH3:21])[CH2:16][CH:17]=[CH2:18])[CH3:13].Cl[O-].[Na+], predict the reaction product. The product is: [Br:1][C:2]1[CH:3]=[CH:4][C:5]([C:8]2[CH2:18][CH:17]([CH2:16][CH:15]([O:19][CH2:20][CH3:21])[O:14][CH2:12][CH3:13])[O:10][N:9]=2)=[N:6][CH:7]=1. (4) The product is: [CH3:5][Si:4]([CH2:7][CH2:15][CH2:14][O:13][C:8](=[O:12])[CH:9]=[CH2:10])([CH3:6])[O:3][SiH:2]([CH3:17])[CH3:1]. Given the reactants [CH3:1][SiH2:2][O:3][Si:4]([CH3:7])([CH3:6])[CH3:5].[C:8]([O:13][CH2:14][CH:15]=C)(=[O:12])[C:9](C)=[CH2:10].[C:17]1(P(C2C=CC=CC=2)C2C=CC=CC=2)C=CC=CC=1, predict the reaction product. (5) Given the reactants [NH:1]1[C:9]2[C:4](=[CH:5][CH:6]=[C:7](N)[CH:8]=2)[CH:3]=[N:2]1.N([O-])=[O:12].[Na+].B(O)(O)O.N, predict the reaction product. The product is: [NH:1]1[C:9]2[C:4](=[CH:5][CH:6]=[C:7]([OH:12])[CH:8]=2)[CH:3]=[N:2]1. (6) Given the reactants [H-].[Al+3].[Li+].[H-].[H-].[H-].[C:7]([O:11][C:12]([N:14]1[CH2:19][CH2:18][CH:17]([C:20](=[O:25])N(OC)C)[CH2:16][CH2:15]1)=[O:13])([CH3:10])([CH3:9])[CH3:8], predict the reaction product. The product is: [C:7]([O:11][C:12]([N:14]1[CH2:19][CH2:18][CH:17]([CH:20]=[O:25])[CH2:16][CH2:15]1)=[O:13])([CH3:10])([CH3:9])[CH3:8].